The task is: Predict the reactants needed to synthesize the given product.. This data is from Full USPTO retrosynthesis dataset with 1.9M reactions from patents (1976-2016). (1) Given the product [OH:25][CH2:26][CH:27]([NH:30][S:31]([C:34]1[S:35][C:36]([C:2]#[C:1][C:3]2[CH:4]=[N:5][N:6]3[C:11]([CH:12]([F:14])[F:13])=[CH:10][C:9]([C:15]4[CH:20]=[CH:19][CH:18]=[C:17]([C:21]([F:23])([F:24])[F:22])[CH:16]=4)=[N:8][C:7]=23)=[CH:37][CH:38]=1)(=[O:33])=[O:32])[CH2:28][OH:29], predict the reactants needed to synthesize it. The reactants are: [C:1]([C:3]1[CH:4]=[N:5][N:6]2[C:11]([CH:12]([F:14])[F:13])=[CH:10][C:9]([C:15]3[CH:20]=[CH:19][CH:18]=[C:17]([C:21]([F:24])([F:23])[F:22])[CH:16]=3)=[N:8][C:7]=12)#[CH:2].[OH:25][CH2:26][CH:27]([NH:30][S:31]([C:34]1[S:35][C:36](Br)=[CH:37][CH:38]=1)(=[O:33])=[O:32])[CH2:28][OH:29]. (2) Given the product [OH:8][N:9]1[C:15](=[O:16])[N:14]2[CH2:17][C@H:10]1[CH2:11][CH2:12][C@H:13]2[C:18]([NH:20][CH:21]1[CH2:26][CH2:25][N:24]([C:27]([O:29][C:30]([CH3:33])([CH3:32])[CH3:31])=[O:28])[CH2:23][CH2:22]1)=[O:19], predict the reactants needed to synthesize it. The reactants are: C([O:8][N:9]1[C:15](=[O:16])[N:14]2[CH2:17][C@H:10]1[CH2:11][CH2:12][C@H:13]2[C:18]([NH:20][CH:21]1[CH2:26][CH2:25][N:24]([C:27]([O:29][C:30]([CH3:33])([CH3:32])[CH3:31])=[O:28])[CH2:23][CH2:22]1)=[O:19])C1C=CC=CC=1. (3) Given the product [F:19][C:16]1[CH:17]=[CH:18][C:13]([NH:12][C:4]2[CH:3]=[C:2]([C:25]3[CH:26]=[CH:27][C:22]([C:21]([F:32])([F:31])[F:20])=[CH:23][CH:24]=3)[CH:11]=[CH:10][C:5]=2[C:6]([OH:8])=[O:7])=[CH:14][CH:15]=1, predict the reactants needed to synthesize it. The reactants are: Br[C:2]1[CH:11]=[CH:10][C:5]([C:6]([O:8]C)=[O:7])=[C:4]([NH:12][C:13]2[CH:18]=[CH:17][C:16]([F:19])=[CH:15][CH:14]=2)[CH:3]=1.[F:20][C:21]([F:32])([F:31])[C:22]1[CH:27]=[CH:26][C:25](B(O)O)=[CH:24][CH:23]=1.C(=O)([O-])[O-].[Na+].[Na+]. (4) Given the product [CH3:8][C:5]1[N:6]=[CH:7][C:2]([O:1][C:10]2[N:17]=[CH:16][CH:15]=[CH:14][C:11]=2[C:12]#[N:13])=[CH:3][CH:4]=1, predict the reactants needed to synthesize it. The reactants are: [OH:1][C:2]1[CH:3]=[CH:4][C:5]([CH3:8])=[N:6][CH:7]=1.F[C:10]1[N:17]=[CH:16][CH:15]=[CH:14][C:11]=1[C:12]#[N:13]. (5) Given the product [CH:1]1([N:5]2[CH2:11][CH2:10][C:9]3[S:12][C:13]([CH:15]4[CH2:20][CH2:19][NH:18][CH2:17][CH2:16]4)=[N:14][C:8]=3[CH2:7][CH2:6]2)[CH2:2][CH2:3][CH2:4]1, predict the reactants needed to synthesize it. The reactants are: [CH:1]1([N:5]2[CH2:11][CH2:10][C:9]3[S:12][C:13]([CH:15]4[CH2:20][CH2:19][N:18](C(OC(C)(C)C)=O)[CH2:17][CH2:16]4)=[N:14][C:8]=3[CH2:7][CH2:6]2)[CH2:4][CH2:3][CH2:2]1.FC(F)(F)C(O)=O. (6) Given the product [Br:1][C:2]1[C:11]([O:12][CH2:31][C:32]#[N:33])=[CH:10][CH:9]=[C:8]2[C:3]=1[CH:4]=[CH:5][C:6]([CH2:13][NH:14][C:15]([C:17]1[C:21]3[CH:22]=[CH:23][CH:24]=[CH:25][C:20]=3[O:19][C:18]=1[CH2:26][CH2:27][CH2:28][CH3:29])=[O:16])=[CH:7]2, predict the reactants needed to synthesize it. The reactants are: [Br:1][C:2]1[C:11]([OH:12])=[CH:10][CH:9]=[C:8]2[C:3]=1[CH:4]=[CH:5][C:6]([CH2:13][NH:14][C:15]([C:17]1[C:21]3[CH:22]=[CH:23][CH:24]=[CH:25][C:20]=3[O:19][C:18]=1[CH2:26][CH2:27][CH2:28][CH3:29])=[O:16])=[CH:7]2.Br[CH2:31][C:32]#[N:33].C(=O)([O-])[O-].[K+].[K+]. (7) Given the product [CH2:19]([N:16]1[CH2:17][CH2:18][CH:13]([NH:29][C:2]2[S:3][C:4]([C:7]([F:10])([F:9])[F:8])=[N:5][N:6]=2)[CH2:14][CH2:15]1)[C:20]1[CH:25]=[CH:24][CH:23]=[CH:22][CH:21]=1, predict the reactants needed to synthesize it. The reactants are: Cl[C:2]1[S:3][C:4]([C:7]([F:10])([F:9])[F:8])=[N:5][N:6]=1.NC[CH:13]1[CH2:18][CH2:17][N:16]([CH2:19][C:20]2[CH:25]=[CH:24][CH:23]=[CH:22][CH:21]=2)[CH2:15][CH2:14]1.C([N:29](C(C)C)CC)(C)C.